This data is from Reaction yield outcomes from USPTO patents with 853,638 reactions. The task is: Predict the reaction yield, written as a fraction of the theoretical maximum amount of product (1.0 means a 100% yield; for example, 0.34 means a 34% yield). (1) The reactants are C(Cl)(=O)C(Cl)=O.CS(C)=O.C(Cl)(Cl)Cl.C(=O)=O.[Si:18]([O:35][C:36]1[CH:53]=[CH:52][C:51]2[C@@H:50]3[C@H:41]([C@H:42]4[C@@:46]([CH2:48][CH:49]3[OH:54])([CH3:47])[CH:45]3[O:55][CH2:56][CH2:57][O:58][CH:44]3[CH2:43]4)[CH2:40][CH2:39][C:38]=2[CH:37]=1)([C:31]([CH3:34])([CH3:33])[CH3:32])([C:25]1[CH:30]=[CH:29][CH:28]=[CH:27][CH:26]=1)[C:19]1[CH:24]=[CH:23][CH:22]=[CH:21][CH:20]=1.C(N(CC)CC)C. The catalyst is ClCCl. The product is [Si:18]([O:35][C:36]1[CH:53]=[CH:52][C:51]2[C@@H:50]3[C@H:41]([C@H:42]4[C@@:46]([CH2:48][C:49]3=[O:54])([CH3:47])[CH:45]3[O:55][CH2:56][CH2:57][O:58][CH:44]3[CH2:43]4)[CH2:40][CH2:39][C:38]=2[CH:37]=1)([C:31]([CH3:34])([CH3:33])[CH3:32])([C:25]1[CH:26]=[CH:27][CH:28]=[CH:29][CH:30]=1)[C:19]1[CH:24]=[CH:23][CH:22]=[CH:21][CH:20]=1. The yield is 0.840. (2) The reactants are [C:1]([O:5][NH:6][C:7]([C@:9]1([CH3:38])[C@H:14]([NH:15][S:16]([C:19]2[CH:24]=[CH:23][C:22]([O:25][CH2:26][C:27]3[C:36]4[C:31](=[CH:32][CH:33]=[CH:34][CH:35]=4)[N:30]=[C:29]([CH3:37])[CH:28]=3)=[CH:21][CH:20]=2)(=[O:18])=[O:17])[CH2:13][CH2:12][NH:11][CH2:10]1)=[O:8])([CH3:4])([CH3:3])[CH3:2].CO.[C:41](O)(=O)[CH3:42].[C:45]([BH3-])#N.[Na+]. The catalyst is CC(C)=O. The product is [C:1]([O:5][NH:6][C:7]([C@:9]1([CH3:38])[C@H:14]([NH:15][S:16]([C:19]2[CH:20]=[CH:21][C:22]([O:25][CH2:26][C:27]3[C:36]4[C:31](=[CH:32][CH:33]=[CH:34][CH:35]=4)[N:30]=[C:29]([CH3:37])[CH:28]=3)=[CH:23][CH:24]=2)(=[O:18])=[O:17])[CH2:13][CH2:12][N:11]([CH:41]([CH3:42])[CH3:45])[CH2:10]1)=[O:8])([CH3:4])([CH3:3])[CH3:2]. The yield is 0.590. (3) The reactants are [CH3:1][N:2]1[CH2:6][CH2:5][C@H:4]([O:7][C:8]2[CH:9]=[C:10]([CH:21]=[C:22]([O:24]CC3C=CC=CC=3)[CH:23]=2)[C:11]([NH:13][C:14]2[CH:19]=[N:18][C:17]([CH3:20])=[CH:16][N:15]=2)=[O:12])[C:3]1=[O:32]. The catalyst is C1COCC1.CO.[Pd]. The product is [OH:24][C:22]1[CH:21]=[C:10]([CH:9]=[C:8]([O:7][C@H:4]2[CH2:5][CH2:6][N:2]([CH3:1])[C:3]2=[O:32])[CH:23]=1)[C:11]([NH:13][C:14]1[CH:19]=[N:18][C:17]([CH3:20])=[CH:16][N:15]=1)=[O:12]. The yield is 1.00. (4) The reactants are [Br:1][C:2]1[CH:7]=[CH:6][C:5]([N:8]2[C:12](=O)[NH:11][N:10]=[CH:9]2)=[C:4]([F:14])[CH:3]=1.[C:15](=[O:18])([O-])[O-].[K+].[K+].[CH:21]1([C:24]#[N:25])[CH2:23][CH2:22]1. The catalyst is CN(C)C=O. The product is [Br:1][C:2]1[CH:7]=[CH:6][C:5]([N:8]2[C:15](=[O:18])[N:10]([CH2:9][C:21]([CH3:23])([CH3:22])[C:24]#[N:25])[N:11]=[CH:12]2)=[C:4]([F:14])[CH:3]=1. The yield is 0.298. (5) The reactants are [N+:1]([C:4]1[CH:17]=[C:7]2[CH2:8][N:9]([CH2:12][C:13]([F:16])([F:15])[F:14])[CH2:10][CH2:11][N:6]2[N:5]=1)([O-])=O.[H][H]. The catalyst is C(O)C.[Pd]. The product is [F:16][C:13]([F:14])([F:15])[CH2:12][N:9]1[CH2:10][CH2:11][N:6]2[N:5]=[C:4]([NH2:1])[CH:17]=[C:7]2[CH2:8]1. The yield is 0.900. (6) The reactants are [Na].[CH3:2][O-].[Na+].C(O[C:8](=[O:24])[C:9]1[CH:14]=[CH:13][CH:12]=[C:11](OCCN2CCOCC2)[CH:10]=1)C.F[C:26](F)(F)[C:27]([OH:29])=O.[CH:32]1([NH:35][C:36](=[O:46])[C:37]2[CH:42]=[CH:41][C:40]([CH3:43])=[C:39]([NH:44][NH2:45])[CH:38]=2)[CH2:34][CH2:33]1.[CH:47]([N:50](C(C)C)CC)(C)C. The catalyst is O1CCOCC1.CO. The product is [NH2:50][C:47]1[N:44]([C:39]2[CH:38]=[C:37]([CH:42]=[CH:41][C:40]=2[CH3:43])[C:36]([NH:35][CH:32]2[CH2:34][CH2:33]2)=[O:46])[N:45]=[C:27]([O:29][CH3:2])[C:26]=1[C:8](=[O:24])[C:9]1[CH:10]=[CH:11][CH:12]=[CH:13][CH:14]=1. The yield is 0.190.